From a dataset of HIV replication inhibition screening data with 41,000+ compounds from the AIDS Antiviral Screen. Binary Classification. Given a drug SMILES string, predict its activity (active/inactive) in a high-throughput screening assay against a specified biological target. (1) The molecule is COc1c2occc2c(Cl)c2ccc(=O)oc12. The result is 0 (inactive). (2) The compound is CC(=O)Nc1ccc(C=NNC(=S)NC2CN3CCC2CC3)cc1. The result is 0 (inactive). (3) The molecule is COc1ccc(C2CC(C)=Nc3c(O)nc(S)nc3N2)cc1. The result is 0 (inactive). (4) The molecule is CNc1ccccc1S(=O)(=O)c1ccccc1Cl. The result is 1 (active).